Dataset: Catalyst prediction with 721,799 reactions and 888 catalyst types from USPTO. Task: Predict which catalyst facilitates the given reaction. Reactant: [Br:1][C:2]1[CH:7]=[CH:6][C:5]([CH2:8]Br)=[C:4]([CH3:10])[CH:3]=1.[C-:11]#[N:12].[Na+].O.C([O-])(O)=O.[Na+]. Product: [Br:1][C:2]1[CH:7]=[CH:6][C:5]([CH2:8][C:11]#[N:12])=[C:4]([CH3:10])[CH:3]=1. The catalyst class is: 31.